This data is from NCI-60 drug combinations with 297,098 pairs across 59 cell lines. The task is: Regression. Given two drug SMILES strings and cell line genomic features, predict the synergy score measuring deviation from expected non-interaction effect. (1) Drug 1: C1CCC(CC1)NC(=O)N(CCCl)N=O. Drug 2: C1=CC(=CC=C1C#N)C(C2=CC=C(C=C2)C#N)N3C=NC=N3. Cell line: HCC-2998. Synergy scores: CSS=7.55, Synergy_ZIP=-1.46, Synergy_Bliss=0.710, Synergy_Loewe=0.532, Synergy_HSA=-1.39. (2) Drug 1: C1CN(P(=O)(OC1)NCCCl)CCCl. Drug 2: CC12CCC3C(C1CCC2OP(=O)(O)O)CCC4=C3C=CC(=C4)OC(=O)N(CCCl)CCCl.[Na+]. Cell line: EKVX. Synergy scores: CSS=6.75, Synergy_ZIP=-3.65, Synergy_Bliss=-5.81, Synergy_Loewe=-5.63, Synergy_HSA=-4.75. (3) Drug 1: CC1=C(C=C(C=C1)NC2=NC=CC(=N2)N(C)C3=CC4=NN(C(=C4C=C3)C)C)S(=O)(=O)N.Cl. Drug 2: CCN(CC)CCCC(C)NC1=C2C=C(C=CC2=NC3=C1C=CC(=C3)Cl)OC. Cell line: SNB-19. Synergy scores: CSS=38.5, Synergy_ZIP=13.8, Synergy_Bliss=13.5, Synergy_Loewe=4.55, Synergy_HSA=11.8. (4) Cell line: HT29. Synergy scores: CSS=8.20, Synergy_ZIP=-4.58, Synergy_Bliss=-1.75, Synergy_Loewe=-10.9, Synergy_HSA=-4.13. Drug 2: C1CN(CCN1C(=O)CCBr)C(=O)CCBr. Drug 1: CC1=C(C=C(C=C1)NC2=NC=CC(=N2)N(C)C3=CC4=NN(C(=C4C=C3)C)C)S(=O)(=O)N.Cl. (5) Drug 1: CC1=C(C=C(C=C1)NC2=NC=CC(=N2)N(C)C3=CC4=NN(C(=C4C=C3)C)C)S(=O)(=O)N.Cl. Drug 2: C1=C(C(=O)NC(=O)N1)F. Cell line: RXF 393. Synergy scores: CSS=37.3, Synergy_ZIP=6.97, Synergy_Bliss=6.80, Synergy_Loewe=7.38, Synergy_HSA=9.36. (6) Drug 1: CC1=C(C=C(C=C1)C(=O)NC2=CC(=CC(=C2)C(F)(F)F)N3C=C(N=C3)C)NC4=NC=CC(=N4)C5=CN=CC=C5. Drug 2: C1=NC2=C(N=C(N=C2N1C3C(C(C(O3)CO)O)F)Cl)N. Cell line: MOLT-4. Synergy scores: CSS=91.4, Synergy_ZIP=10.5, Synergy_Bliss=10.7, Synergy_Loewe=7.07, Synergy_HSA=11.4. (7) Drug 1: CC1C(C(CC(O1)OC2CC(CC3=C2C(=C4C(=C3O)C(=O)C5=C(C4=O)C(=CC=C5)OC)O)(C(=O)C)O)N)O.Cl. Drug 2: CCCS(=O)(=O)NC1=C(C(=C(C=C1)F)C(=O)C2=CNC3=C2C=C(C=N3)C4=CC=C(C=C4)Cl)F. Cell line: UACC-257. Synergy scores: CSS=19.6, Synergy_ZIP=-7.37, Synergy_Bliss=-10.3, Synergy_Loewe=-11.7, Synergy_HSA=-10.7. (8) Drug 1: C1=CC=C(C=C1)NC(=O)CCCCCCC(=O)NO. Drug 2: CCC1=C2CN3C(=CC4=C(C3=O)COC(=O)C4(CC)O)C2=NC5=C1C=C(C=C5)O. Cell line: T-47D. Synergy scores: CSS=59.7, Synergy_ZIP=4.13, Synergy_Bliss=5.46, Synergy_Loewe=3.85, Synergy_HSA=7.15. (9) Drug 1: CC1C(C(CC(O1)OC2CC(CC3=C2C(=C4C(=C3O)C(=O)C5=C(C4=O)C(=CC=C5)OC)O)(C(=O)CO)O)N)O.Cl. Drug 2: CC1CCCC2(C(O2)CC(NC(=O)CC(C(C(=O)C(C1O)C)(C)C)O)C(=CC3=CSC(=N3)C)C)C. Cell line: SF-268. Synergy scores: CSS=30.1, Synergy_ZIP=-0.123, Synergy_Bliss=-2.72, Synergy_Loewe=-22.8, Synergy_HSA=-3.38. (10) Drug 1: C1C(C(OC1N2C=NC3=C(N=C(N=C32)Cl)N)CO)O. Drug 2: CC1C(C(CC(O1)OC2CC(OC(C2O)C)OC3=CC4=CC5=C(C(=O)C(C(C5)C(C(=O)C(C(C)O)O)OC)OC6CC(C(C(O6)C)O)OC7CC(C(C(O7)C)O)OC8CC(C(C(O8)C)O)(C)O)C(=C4C(=C3C)O)O)O)O. Cell line: MOLT-4. Synergy scores: CSS=58.2, Synergy_ZIP=-0.231, Synergy_Bliss=-1.76, Synergy_Loewe=-4.16, Synergy_HSA=-2.68.